Dataset: HIV replication inhibition screening data with 41,000+ compounds from the AIDS Antiviral Screen. Task: Binary Classification. Given a drug SMILES string, predict its activity (active/inactive) in a high-throughput screening assay against a specified biological target. The compound is CCCCCCCCOC1N(C2CC(N=[N+]=[N-])C(CO)O2)C(=O)NC(=O)C1(C)Cl. The result is 0 (inactive).